From a dataset of Full USPTO retrosynthesis dataset with 1.9M reactions from patents (1976-2016). Predict the reactants needed to synthesize the given product. (1) The reactants are: [Br:1][C:2]1[CH:7]=[CH:6][C:5]([C:8]2[N:12]([C@@H:13]3[CH2:17][CH2:16][C@H:15]([C:18]([OH:20])=O)[CH2:14]3)[N:11]=[N:10][CH:9]=2)=[CH:4][CH:3]=1.[CH2:21]([NH2:23])[CH3:22]. Given the product [CH2:21]([NH:23][C:18]([C@H:15]1[CH2:16][CH2:17][C@@H:13]([N:12]2[C:8]([C:5]3[CH:4]=[CH:3][C:2]([Br:1])=[CH:7][CH:6]=3)=[CH:9][N:10]=[N:11]2)[CH2:14]1)=[O:20])[CH3:22], predict the reactants needed to synthesize it. (2) Given the product [F:1][C:2]1[CH:7]=[C:6]([O:8][CH3:9])[CH:5]=[CH:4][C:3]=1[C:10]1[C:15]([CH:16]([CH2:21][CH2:22][CH3:23])[C:17]([OH:19])=[O:18])=[C:14]([CH3:24])[N:13]=[C:12]([N:25]2[CH2:26][CH2:27][CH2:28][CH2:29][CH2:30]2)[N:11]=1, predict the reactants needed to synthesize it. The reactants are: [F:1][C:2]1[CH:7]=[C:6]([O:8][CH3:9])[CH:5]=[CH:4][C:3]=1[C:10]1[C:15]([CH:16]([CH2:21][CH2:22][CH3:23])[C:17]([O:19]C)=[O:18])=[C:14]([CH3:24])[N:13]=[C:12]([N:25]2[CH2:30][CH2:29][CH2:28][CH2:27][CH2:26]2)[N:11]=1.[OH-].[Na+]. (3) Given the product [Cl:1][C:2]1[CH:3]=[CH:4][C:5]([C:6]([NH:33][C:34]2[N:38]([CH:39]3[CH2:44][CH2:43][CH2:42][N:41]([C:45]([O:47][C:17]([CH3:18])([CH3:23])[CH3:16])=[O:46])[CH2:40]3)[C:37]3[CH:48]=[CH:49][CH:50]=[CH:51][C:36]=3[N:35]=2)=[O:8])=[CH:9][CH:10]=1, predict the reactants needed to synthesize it. The reactants are: [Cl:1][C:2]1[CH:10]=[CH:9][C:5]([C:6]([OH:8])=O)=[CH:4][CH:3]=1.CCN=C=N[CH2:16][CH2:17][CH2:18]N(C)C.Cl.[CH:23]1C=CC2N(O)N=NC=2C=1.[NH:33]=[C:34]1[N:38]([CH:39]2[CH2:44][CH2:43][CH2:42][N:41]([C:45]([O-:47])=[O:46])[CH2:40]2)[C:37]2[CH:48]=[CH:49][CH:50]=[CH:51][C:36]=2[NH:35]1. (4) Given the product [N:1]1[O:2][N:3]=[C:4]2[C:9]([CH:10]3[C:26]([C:27]([O:29][CH2:30][CH3:31])=[O:28])=[C:18]([C:19]4[CH:20]=[CH:21][CH:22]=[CH:23][CH:24]=4)[NH:12][C:13]4=[N:14][NH:15][CH:16]=[C:17]34)=[CH:8][CH:7]=[CH:6][C:5]=12, predict the reactants needed to synthesize it. The reactants are: [N:1]1[O:2][N:3]=[C:4]2[C:9]([CH:10]=O)=[CH:8][CH:7]=[CH:6][C:5]=12.[NH2:12][C:13]1[CH:17]=[CH:16][NH:15][N:14]=1.[C:18]([CH2:26][C:27]([O:29][CH2:30][CH3:31])=[O:28])(=O)[C:19]1[CH:24]=[CH:23][CH:22]=[CH:21][CH:20]=1. (5) Given the product [CH3:1][O:2][C:3]([C:4]1[CH:9]=[C:8]2[C:7](=[C:6]([F:14])[C:5]=1[NH:15][C:16]1[CH:21]=[CH:20][C:19]([Cl:22])=[CH:18][C:17]=1[Cl:23])[N:13]=[N:30][CH:11]=[C:10]2[CH3:12])=[O:24], predict the reactants needed to synthesize it. The reactants are: [CH3:1][O:2][C:3](=[O:24])[C:4]1[CH:9]=[C:8]([C:10]([CH3:12])=[CH2:11])[C:7]([NH2:13])=[C:6]([F:14])[C:5]=1[NH:15][C:16]1[CH:21]=[CH:20][C:19]([Cl:22])=[CH:18][C:17]=1[Cl:23].OS(O)(=O)=O.[N:30]([O-])=O.[Na+]. (6) Given the product [CH:20]1([N:17]2[C:5]3[C:6]([O:8][C@@H:9]([C@H:11]4[CH2:15][NH:14][C:13](=[O:16])[CH2:12]4)[CH3:10])=[N:7][C:2]([C:30]4[CH:31]=[CH:32][C:27]([O:26][CH2:25][CH:24]([F:44])[F:23])=[C:28]([O:42][CH3:43])[CH:29]=4)=[CH:3][C:4]=3[N:19]=[CH:18]2)[CH2:22][CH2:21]1, predict the reactants needed to synthesize it. The reactants are: Br[C:2]1[N:7]=[C:6]([O:8][C@@H:9]([C@H:11]2[CH2:15][NH:14][C:13](=[O:16])[CH2:12]2)[CH3:10])[C:5]2[N:17]([CH:20]3[CH2:22][CH2:21]3)[CH:18]=[N:19][C:4]=2[CH:3]=1.[F:23][CH:24]([F:44])[CH2:25][O:26][C:27]1[CH:32]=[CH:31][C:30](B2OC(C)(C)C(C)(C)O2)=[CH:29][C:28]=1[O:42][CH3:43].COCCOC.C(=O)([O-])[O-].[Na+].[Na+]. (7) Given the product [C:1]([O:5][C:6]([N:8]1[CH2:9][CH2:10][N:11]([C:14]2[C:19]([N+:20]([O-:22])=[O:21])=[CH:18][C:17]([Br:23])=[CH:16][C:15]=2[CH2:24][OH:25])[CH2:12][CH2:13]1)=[O:7])([CH3:4])([CH3:2])[CH3:3], predict the reactants needed to synthesize it. The reactants are: [C:1]([O:5][C:6]([N:8]1[CH2:13][CH2:12][N:11]([C:14]2[C:19]([N+:20]([O-:22])=[O:21])=[CH:18][C:17]([Br:23])=[CH:16][C:15]=2[C:24](OCC)=[O:25])[CH2:10][CH2:9]1)=[O:7])([CH3:4])([CH3:3])[CH3:2].[H-].C([Al+]CC(C)C)C(C)C. (8) Given the product [CH2:1]([N:8]([CH2:21][C:22]1[CH:23]=[CH:24][C:25]([O:26][C:27]2[CH:28]=[CH:29][C:30]([O:31][CH2:32][CH2:33][CH2:34][CH2:35][C:36]([NH:50][CH2:49][CH2:48][C:47]([OH:46])=[O:51])=[O:37])=[CH:39][CH:40]=2)=[CH:41][CH:42]=1)[C:9]1[CH:14]=[CH:13][CH:12]=[C:11]([NH:15][S:16]([CH3:19])(=[O:17])=[O:18])[C:10]=1[CH3:20])[C:2]1[CH:3]=[CH:4][CH:5]=[CH:6][CH:7]=1, predict the reactants needed to synthesize it. The reactants are: [CH2:1]([N:8]([CH2:21][C:22]1[CH:42]=[CH:41][C:25]([O:26][C:27]2[CH:40]=[CH:39][C:30]([O:31][CH2:32][CH2:33][CH2:34][CH2:35][C:36](O)=[O:37])=[CH:29][CH:28]=2)=[CH:24][CH:23]=1)[C:9]1[CH:14]=[CH:13][CH:12]=[C:11]([NH:15][S:16]([CH3:19])(=[O:18])=[O:17])[C:10]=1[CH3:20])[C:2]1[CH:7]=[CH:6][CH:5]=[CH:4][CH:3]=1.Cl.C([O:46][C:47](=[O:51])[CH2:48][CH2:49][NH2:50])C. (9) The reactants are: [CH2:1]([C:3]1[S:7][C:6]([CH:8]=[O:9])=[CH:5][CH:4]=1)[CH3:2].[Cl:10]N1C(=O)CCC1=O.O. Given the product [Cl:10][C:4]1[CH:5]=[C:6]([CH:8]=[O:9])[S:7][C:3]=1[CH2:1][CH3:2], predict the reactants needed to synthesize it.